The task is: Predict the reaction yield, written as a fraction of the theoretical maximum amount of product (1.0 means a 100% yield; for example, 0.34 means a 34% yield).. This data is from Reaction yield outcomes from USPTO patents with 853,638 reactions. (1) The reactants are [Cl:1][C:2]1[CH:7]=[CH:6][N:5]=[C:4]2[CH:8]=[CH:9][S:10][C:3]=12.[CH2:11]([Sn:15](Cl)([CH2:20][CH2:21][CH2:22][CH3:23])[CH2:16][CH2:17][CH2:18][CH3:19])[CH2:12][CH2:13][CH3:14]. The catalyst is C1COCC1.O. The product is [Cl:1][C:2]1[CH:7]=[CH:6][N:5]=[C:4]2[CH:8]=[C:9]([Sn:15]([CH2:16][CH2:17][CH2:18][CH3:19])([CH2:20][CH2:21][CH2:22][CH3:23])[CH2:11][CH2:12][CH2:13][CH3:14])[S:10][C:3]=12. The yield is 0.930. (2) The reactants are [C:1]12([C:11]([C:14]3[CH:19]=[CH:18][C:17]([O:20][CH2:21][C:22]4[CH:27]=[CH:26][CH:25]=[CH:24][CH:23]=4)=[CH:16][C:15]=3F)=[N:12][OH:13])[CH2:10][CH:5]3[CH2:6][CH:7]([CH2:9][CH:3]([CH2:4]3)[CH2:2]1)[CH2:8]2.N#N.[H-].[Na+].O. The catalyst is CN(C=O)C. The product is [C:1]12([C:11]3[C:14]4[CH:19]=[CH:18][C:17]([O:20][CH2:21][C:22]5[CH:27]=[CH:26][CH:25]=[CH:24][CH:23]=5)=[CH:16][C:15]=4[O:13][N:12]=3)[CH2:10][CH:5]3[CH2:6][CH:7]([CH2:9][CH:3]([CH2:4]3)[CH2:2]1)[CH2:8]2. The yield is 0.950. (3) The reactants are [H-].[Na+].[C:3]([O:13][C:14]([CH3:17])([CH3:16])[CH3:15])(=[O:12])[CH2:4][C:5]([O:7][C:8]([CH3:11])([CH3:10])[CH3:9])=[O:6].Br[CH2:19][C:20]1[C:21](=[O:39])[N:22]([CH2:35][CH:36]2[CH2:38][CH2:37]2)[N:23]=[C:24]([C:26]2[CH:31]=[CH:30][C:29]([O:32][CH3:33])=[C:28]([F:34])[CH:27]=2)[CH:25]=1.O. The catalyst is CN(C)C=O. The product is [CH:36]1([CH2:35][N:22]2[C:21](=[O:39])[C:20]([CH2:19][CH:4]([C:5]([O:7][C:8]([CH3:9])([CH3:10])[CH3:11])=[O:6])[C:3]([O:13][C:14]([CH3:17])([CH3:16])[CH3:15])=[O:12])=[CH:25][C:24]([C:26]3[CH:31]=[CH:30][C:29]([O:32][CH3:33])=[C:28]([F:34])[CH:27]=3)=[N:23]2)[CH2:38][CH2:37]1. The yield is 0.618. (4) The yield is 0.780. The product is [CH:21]([C:20]1[C:19]([O:24][CH3:25])=[CH:18][C:17]([O:26][CH3:27])=[C:16]([C:15]#[C:14][C:9]2[CH:10]=[CH:11][CH:12]=[CH:13][C:8]=2[NH:7][C:28](=[O:30])[CH3:29])[CH:23]=1)=[O:22]. The catalyst is C(Cl)Cl. The reactants are N1C=CC=CC=1.[NH2:7][C:8]1[CH:13]=[CH:12][CH:11]=[CH:10][C:9]=1[C:14]#[C:15][C:16]1[C:17]([O:26][CH3:27])=[CH:18][C:19]([O:24][CH3:25])=[C:20]([CH:23]=1)[CH:21]=[O:22].[C:28](Cl)(=[O:30])[CH3:29].